This data is from Peptide-MHC class II binding affinity with 134,281 pairs from IEDB. The task is: Regression. Given a peptide amino acid sequence and an MHC pseudo amino acid sequence, predict their binding affinity value. This is MHC class II binding data. (1) The peptide sequence is AAACAGTTVYGAFAA. The MHC is HLA-DQA10102-DQB10602 with pseudo-sequence HLA-DQA10102-DQB10602. The binding affinity (normalized) is 0.823. (2) The peptide sequence is FLTGPLNFTGPCKGD. The MHC is HLA-DQA10101-DQB10501 with pseudo-sequence HLA-DQA10101-DQB10501. The binding affinity (normalized) is 0.